From a dataset of Catalyst prediction with 721,799 reactions and 888 catalyst types from USPTO. Predict which catalyst facilitates the given reaction. (1) Reactant: [C:1]([C:5]1[S:9][C:8]([C:10]([OH:12])=O)=[CH:7][CH:6]=1)([CH3:4])([CH3:3])[CH3:2].CCN(C(C)C)C(C)C.CN(C(ON1N=NC2C=CC=NC1=2)=[N+](C)C)C.F[P-](F)(F)(F)(F)F.Cl.[NH2:47][C@@H:48]([CH2:56][C:57]1[CH:62]=[CH:61][C:60]([Br:63])=[CH:59][CH:58]=1)[C:49]([NH:51][S:52]([CH3:55])(=[O:54])=[O:53])=[O:50]. Product: [Br:63][C:60]1[CH:61]=[CH:62][C:57]([CH2:56][C@H:48]([NH:47][C:10]([C:8]2[S:9][C:5]([C:1]([CH3:2])([CH3:3])[CH3:4])=[CH:6][CH:7]=2)=[O:12])[C:49]([NH:51][S:52]([CH3:55])(=[O:54])=[O:53])=[O:50])=[CH:58][CH:59]=1. The catalyst class is: 18. (2) Reactant: [Cl:1][C:2]1[N:3]=[C:4](Cl)[C:5]2[CH:10]=[CH:9][N:8]([S:11]([C:14]3[CH:19]=[CH:18][C:17]([CH3:20])=[CH:16][CH:15]=3)(=[O:13])=[O:12])[C:6]=2[N:7]=1.CCN(C(C)C)C(C)C.[F:31][C:32]([F:36])([F:35])[CH2:33][NH2:34].O. Product: [Cl:1][C:2]1[N:3]=[C:4]([NH:34][CH2:33][C:32]([F:36])([F:35])[F:31])[C:5]2[CH:10]=[CH:9][N:8]([S:11]([C:14]3[CH:19]=[CH:18][C:17]([CH3:20])=[CH:16][CH:15]=3)(=[O:13])=[O:12])[C:6]=2[N:7]=1. The catalyst class is: 8. (3) Reactant: [C:1]([O:5][C:6]([N:8]1[CH2:12][CH2:11][CH2:10][C@H:9]1[C@H:13]([S:19][CH3:20])[C@H:14]([C:16]([OH:18])=O)[CH3:15])=[O:7])([CH3:4])([CH3:3])[CH3:2].Br.[CH3:22][NH:23][CH2:24][CH2:25][C:26]1[CH:31]=[CH:30][CH:29]=[C:28]([OH:32])[CH:27]=1.F[P-](F)(F)(F)(F)F.N1(O[P+](N(C)C)(N(C)C)N(C)C)C2C=CC=CC=2N=N1.C1C=CC2N(O)N=NC=2C=1.C(N(C(C)C)CC)(C)C. Product: [C:1]([O:5][C:6]([N:8]1[CH2:12][CH2:11][CH2:10][C@H:9]1[C@H:13]([S:19][CH3:20])[C@H:14]([C:16](=[O:18])[N:23]([CH2:24][CH2:25][C:26]1[CH:31]=[CH:30][CH:29]=[C:28]([OH:32])[CH:27]=1)[CH3:22])[CH3:15])=[O:7])([CH3:2])([CH3:3])[CH3:4]. The catalyst class is: 2. (4) Reactant: [C:1]1([C:22]2[CH:27]=[CH:26][CH:25]=[CH:24][CH:23]=2)[CH:6]=[CH:5][C:4]([NH:7][C:8](=[O:21])[C:9]2[CH:14]=[CH:13][C:12]([Br:15])=[C:11]([NH:16][C:17](=[O:20])[CH2:18]Cl)[CH:10]=2)=[CH:3][CH:2]=1.[NH:28]1[CH2:33][CH2:32][O:31][CH2:30][CH2:29]1.C(N(CC)CC)C.[I-].[K+]. Product: [C:1]1([C:22]2[CH:27]=[CH:26][CH:25]=[CH:24][CH:23]=2)[CH:6]=[CH:5][C:4]([NH:7][C:8](=[O:21])[C:9]2[CH:14]=[CH:13][C:12]([Br:15])=[C:11]([NH:16][C:17](=[O:20])[CH2:18][N:28]3[CH2:33][CH2:32][O:31][CH2:30][CH2:29]3)[CH:10]=2)=[CH:3][CH:2]=1. The catalyst class is: 18. (5) Reactant: CN(C)/[CH:3]=[CH:4]/[C:5]1[C:14]([N+:15]([O-])=O)=[CH:13][C:8]([C:9]([O:11][CH3:12])=[O:10])=[CH:7][C:6]=1[N+:18]([O-])=O.C([O-])=O.[NH4+]. Product: [NH2:15][C:14]1[CH:13]=[C:8]([C:9]([O:11][CH3:12])=[O:10])[CH:7]=[C:6]2[C:5]=1[CH:4]=[CH:3][NH:18]2. The catalyst class is: 19. (6) Reactant: [K+].[Cl:2][C:3]1[C:4]([F:35])=[C:5]([CH2:13][N:14]2[CH2:19][CH2:18][CH:17]([CH2:20][O:21][C:22]3[C:30]([CH:31]4[CH2:33][CH2:32]4)=[CH:29][C:25]([C:26]([O-])=[O:27])=[C:24]([F:34])[CH:23]=3)[CH2:16][CH2:15]2)[CH:6]=[C:7]([C:9]([F:12])([F:11])[F:10])[CH:8]=1.[CH3:36][S:37]([NH2:40])(=[O:39])=[O:38].CN(C(ON1N=NC2C=CC=CC1=2)=[N+](C)C)C.F[P-](F)(F)(F)(F)F.CCN(C(C)C)C(C)C. Product: [Cl:2][C:3]1[C:4]([F:35])=[C:5]([CH2:13][N:14]2[CH2:19][CH2:18][CH:17]([CH2:20][O:21][C:22]3[C:30]([CH:31]4[CH2:33][CH2:32]4)=[CH:29][C:25]([C:26]([NH:40][S:37]([CH3:36])(=[O:39])=[O:38])=[O:27])=[C:24]([F:34])[CH:23]=3)[CH2:16][CH2:15]2)[CH:6]=[C:7]([C:9]([F:12])([F:11])[F:10])[CH:8]=1. The catalyst class is: 26.